Dataset: Forward reaction prediction with 1.9M reactions from USPTO patents (1976-2016). Task: Predict the product of the given reaction. (1) Given the reactants [Br:1][C:2]1[CH:3]=[C:4]([CH:12]=[CH:13][CH:14]=[O:15])[CH:5]=[C:6]([O:10][CH3:11])[C:7]=1[O:8][CH3:9].[CH3:16][N:17]([CH3:25])[C:18]1[CH:19]=[C:20](O)[CH:21]=[CH:22][CH:23]=1.[NH:26]1[CH2:31][CH2:30][O:29][CH2:28][CH2:27]1, predict the reaction product. The product is: [Br:1][C:2]1[CH:3]=[C:4]([CH:12]2[C:21]3[C:22](=[CH:23][C:18]([N:17]([CH3:25])[CH3:16])=[CH:19][CH:20]=3)[O:15][CH:14]([N:26]3[CH2:31][CH2:30][O:29][CH2:28][CH2:27]3)[CH2:13]2)[CH:5]=[C:6]([O:10][CH3:11])[C:7]=1[O:8][CH3:9]. (2) Given the reactants I[C:2]1[CH:11]=[C:10]2[C:5]([C:6]([NH:15][CH:16]([CH3:18])[CH3:17])=[C:7]([C:12]([NH2:14])=[O:13])[N:8]=[N:9]2)=[CH:4][CH:3]=1.C([Sn](CCCC)(CCCC)[C:24]1[N:25]=[CH:26][S:27][CH:28]=1)CCC, predict the reaction product. The product is: [CH:16]([NH:15][C:6]1[C:5]2[C:10](=[CH:11][C:2]([C:24]3[N:25]=[CH:26][S:27][CH:28]=3)=[CH:3][CH:4]=2)[N:9]=[N:8][C:7]=1[C:12]([NH2:14])=[O:13])([CH3:18])[CH3:17]. (3) Given the reactants Cl.Cl[C:3]1[C:12]2[C:7](=[CH:8][C:9]([CH2:13][N:14]3[CH2:19][CH2:18][NH:17][C@@H:16]([CH3:20])[C:15]3=[O:21])=[CH:10][CH:11]=2)[N:6]=[CH:5][CH:4]=1.[Br:22][C:23]1[CH:24]=[C:25](/[CH:28]=[CH:29]/[C:30]([OH:32])=O)[S:26][CH:27]=1.BrC1C=C(C=O)SC=1.C([N:43](CC)CC)C, predict the reaction product. The product is: [NH2:43][C:3]1[C:12]2[C:7](=[CH:8][C:9]([CH2:13][N:14]3[CH2:19][CH2:18][N:17]([C:30](=[O:32])[CH:29]=[CH:28][C:25]4[S:26][CH:27]=[C:23]([Br:22])[CH:24]=4)[C@@H:16]([CH3:20])[C:15]3=[O:21])=[CH:10][CH:11]=2)[N:6]=[CH:5][CH:4]=1.